This data is from NCI-60 drug combinations with 297,098 pairs across 59 cell lines. The task is: Regression. Given two drug SMILES strings and cell line genomic features, predict the synergy score measuring deviation from expected non-interaction effect. Drug 1: CC1=C(C(=CC=C1)Cl)NC(=O)C2=CN=C(S2)NC3=CC(=NC(=N3)C)N4CCN(CC4)CCO. Drug 2: C(CN)CNCCSP(=O)(O)O. Cell line: MDA-MB-231. Synergy scores: CSS=23.8, Synergy_ZIP=-8.02, Synergy_Bliss=-1.97, Synergy_Loewe=-66.7, Synergy_HSA=-3.24.